Dataset: Forward reaction prediction with 1.9M reactions from USPTO patents (1976-2016). Task: Predict the product of the given reaction. (1) The product is: [NH:2]1[C:10]2[C:5](=[CH:6][CH:7]=[CH:8][CH:9]=2)[C:4]([C:11](=[O:14])[CH2:12][NH:13][C:35]([NH:34][C:24]2[C:33]3[C:28](=[CH:29][CH:30]=[CH:31][CH:32]=3)[CH:27]=[CH:26][CH:25]=2)=[O:36])=[CH:3]1. Given the reactants [Br-].[NH:2]1[C:10]2[C:5](=[CH:6][CH:7]=[CH:8][CH:9]=2)[C:4]([C:11](=[O:14])[CH2:12][NH3+:13])=[CH:3]1.C(N(C(C)C)C(C)C)C.[C:24]1([N:34]=[C:35]=[O:36])[C:33]2[C:28](=[CH:29][CH:30]=[CH:31][CH:32]=2)[CH:27]=[CH:26][CH:25]=1, predict the reaction product. (2) Given the reactants [C:1]([OH:4])(=[O:3])[CH3:2].[C:5]([OH:8])(=[O:7])[CH3:6].[NH2:9][C:10]1[N:15]=[CH:14][N:13]=[C:12]2[N:16]([C@H:35]3[CH2:40][CH2:39][C@@H:38]([N:41]4[CH2:46][CH2:45][N:44]([CH3:47])[CH2:43][CH2:42]4)[CH2:37][CH2:36]3)[N:17]=[C:18]([C:19]3[CH:34]=[CH:33][C:22]([NH:23][CH2:24][C:25]([C:27]4[CH:32]=[CH:31][CH:30]=[CH:29][CH:28]=4)=[O:26])=[CH:21][CH:20]=3)[C:11]=12.[BH4-].[Na+], predict the reaction product. The product is: [C:1]([OH:4])(=[O:3])[CH3:2].[C:5]([OH:8])(=[O:7])[CH3:6].[NH2:9][C:10]1[N:15]=[CH:14][N:13]=[C:12]2[N:16]([C@H:35]3[CH2:36][CH2:37][C@@H:38]([N:41]4[CH2:42][CH2:43][N:44]([CH3:47])[CH2:45][CH2:46]4)[CH2:39][CH2:40]3)[N:17]=[C:18]([C:19]3[CH:20]=[CH:21][C:22]([NH:23][CH2:24][CH:25]([C:27]4[CH:28]=[CH:29][CH:30]=[CH:31][CH:32]=4)[OH:26])=[CH:33][CH:34]=3)[C:11]=12. (3) Given the reactants [O:1]1[CH:5]=[CH:4][CH:3]=[C:2]1[C:6](Cl)=[O:7].[N:9]1[CH:14]=[CH:13][C:12]([NH2:15])=[CH:11][CH:10]=1, predict the reaction product. The product is: [N:9]1[CH:14]=[CH:13][C:12]([NH:15][C:6]([C:2]2[O:1][CH:5]=[CH:4][CH:3]=2)=[O:7])=[CH:11][CH:10]=1.